Dataset: Forward reaction prediction with 1.9M reactions from USPTO patents (1976-2016). Task: Predict the product of the given reaction. (1) Given the reactants [O:1]=[C:2]1[CH2:10][C:9]2[C:4](=[CH:5][C:6]([NH:11][C:12]3[CH:13]=[C:14]([NH:18][C:19]([NH:21][C:22]4[CH:27]=[CH:26][CH:25]=[C:24]([C:28]([F:31])([F:30])[F:29])[CH:23]=4)=[O:20])[CH:15]=[CH:16][CH:17]=3)=[CH:7][CH:8]=2)[NH:3]1.[NH:32]1[CH:36]=[CH:35][CH:34]=[C:33]1[CH:37]=O.N1CCCCC1, predict the reaction product. The product is: [O:1]=[C:2]1[C:10](=[CH:37][C:33]2[NH:32][CH:36]=[CH:35][CH:34]=2)[C:9]2[C:4](=[CH:5][C:6]([NH:11][C:12]3[CH:13]=[C:14]([NH:18][C:19]([NH:21][C:22]4[CH:27]=[CH:26][CH:25]=[C:24]([C:28]([F:29])([F:31])[F:30])[CH:23]=4)=[O:20])[CH:15]=[CH:16][CH:17]=3)=[CH:7][CH:8]=2)[NH:3]1. (2) Given the reactants [NH:1]1[C:10](=[O:11])[C:9]2[NH:8][CH:7]=[N:6][C:5]=2[NH:4][C:2]1=[O:3].C1(CS(F)(=O)=[O:20])C=CC=CC=1.C(S)[C@@H](O)[C@H](O)CS, predict the reaction product. The product is: [NH:1]1[C:10](=[O:11])[C:9]2[NH:8][C:7](=[O:20])[NH:6][C:5]=2[NH:4][C:2]1=[O:3]. (3) The product is: [CH2:8]([O:15][C:16]1[CH:17]=[C:18]2[C:19]([C:20]([NH2:1])=[N:21][N:24]2[CH2:25][C@H:26]([OH:28])[CH3:27])=[CH:22][CH:23]=1)[C:9]1[CH:14]=[CH:13][CH:12]=[CH:11][CH:10]=1. Given the reactants [N:1](OC(C)(C)C)=O.[CH2:8]([O:15][C:16]1[CH:23]=[CH:22][C:19]([C:20]#[N:21])=[C:18]([NH:24][CH2:25][C@H:26]([OH:28])[CH3:27])[CH:17]=1)[C:9]1[CH:14]=[CH:13][CH:12]=[CH:11][CH:10]=1.CO.C([O-])(=O)C.[NH4+], predict the reaction product. (4) Given the reactants [CH3:1][O:2][C:3]1[CH:8]=[CH:7][C:6]([F:9])=[CH:5][C:4]=1[CH2:10][CH2:11][CH:12]([OH:17])[CH2:13][CH:14]=[CH:15][CH3:16].[Br:18]N1C(=O)CCC1=O, predict the reaction product. The product is: [Br:18][CH2:16][CH:15]1[CH2:14][CH2:13][CH:12]([CH2:11][CH2:10][C:4]2[CH:5]=[C:6]([F:9])[CH:7]=[CH:8][C:3]=2[O:2][CH3:1])[O:17]1. (5) The product is: [CH2:1]([CH:3]([CH2:16][CH2:17][CH2:18][CH3:19])[CH2:4][O:5][N:6]=[C:7]([C:8]([O-:10])=[O:9])[C:12]([O-:14])=[O:13])[CH3:2].[Cu+2:30]. Given the reactants [CH2:1]([CH:3]([CH2:16][CH2:17][CH2:18][CH3:19])[CH2:4][O:5][N:6]=[C:7]([C:12]([O:14]C)=[O:13])[C:8]([O:10]C)=[O:9])[CH3:2].[OH-].[Na+].[N+]([O-])(O)=O.[N+]([O-])([O-])=O.[Cu+2:30].[N+]([O-])([O-])=O, predict the reaction product. (6) Given the reactants C(OC(=O)[NH:7][CH:8]1[CH2:13][CH2:12][N:11]([CH:14]2[CH2:18][CH2:17][CH2:16][CH2:15]2)[CH2:10][CH2:9]1)(C)(C)C.[ClH:20].O1CCCC1, predict the reaction product. The product is: [Cl-:20].[CH:14]1([N:11]2[CH2:10][CH2:9][CH:8]([NH3+:7])[CH2:13][CH2:12]2)[CH2:18][CH2:17][CH2:16][CH2:15]1.